This data is from Full USPTO retrosynthesis dataset with 1.9M reactions from patents (1976-2016). The task is: Predict the reactants needed to synthesize the given product. Given the product [O:12]1[CH2:16][CH2:15][O:14][CH:13]1[C:17]1[CH:22]=[CH:21][C:20]([C:2]2[CH:10]=[CH:9][CH:8]=[C:4]([C:5]([NH2:7])=[O:6])[CH:3]=2)=[CH:19][C:18]=1[C:26]([F:27])([F:28])[F:29], predict the reactants needed to synthesize it. The reactants are: Br[C:2]1[C:3](C)=[C:4]([CH:8]=[CH:9][CH:10]=1)[C:5]([NH2:7])=[O:6].[O:12]1[CH2:16][CH2:15][O:14][CH:13]1[C:17]1[CH:22]=[CH:21][C:20](B(O)O)=[CH:19][C:18]=1[C:26]([F:29])([F:28])[F:27].